From a dataset of Forward reaction prediction with 1.9M reactions from USPTO patents (1976-2016). Predict the product of the given reaction. Given the reactants N(OC(C)(C)C)=O.[CH2:8]([O:10][C:11]([C:13]1[NH:14][C:15]2[C:20]([CH:21]=1)=[C:19]([O:22][C:23]1[CH:28]=[C:27]([CH3:29])[CH:26]=[CH:25][C:24]=1N)[CH:18]=[CH:17][CH:16]=2)=[O:12])[CH3:9], predict the reaction product. The product is: [CH2:8]([O:10][C:11]([C:13]1[NH:14][C:15]2[C:20]([CH:21]=1)=[C:19]([O:22][C:23]1[CH:28]=[C:27]([CH3:29])[CH:26]=[CH:25][CH:24]=1)[CH:18]=[CH:17][CH:16]=2)=[O:12])[CH3:9].